From a dataset of Forward reaction prediction with 1.9M reactions from USPTO patents (1976-2016). Predict the product of the given reaction. Given the reactants [OH:1][C:2]1[CH:9]=[CH:8][C:5]([CH2:6][NH2:7])=[CH:4][CH:3]=1.[CH3:10][C:11]([O:14][C:15](O[C:15]([O:14][C:11]([CH3:13])([CH3:12])[CH3:10])=[O:16])=[O:16])([CH3:13])[CH3:12].[OH-].[Na+].O, predict the reaction product. The product is: [OH:1][C:2]1[CH:9]=[CH:8][C:5]([CH2:6][NH:7][C:15](=[O:16])[O:14][C:11]([CH3:13])([CH3:12])[CH3:10])=[CH:4][CH:3]=1.